From a dataset of Reaction yield outcomes from USPTO patents with 853,638 reactions. Predict the reaction yield, written as a fraction of the theoretical maximum amount of product (1.0 means a 100% yield; for example, 0.34 means a 34% yield). (1) The reactants are Cl[C:2]1[CH:7]=[CH:6][C:5]([C:8]([F:11])([F:10])[F:9])=[C:4]([Cl:12])[N:3]=1.O.[NH2:14][NH2:15]. The catalyst is C(O)C. The product is [Cl:12][C:4]1[N:3]=[C:2]([NH:14][NH2:15])[CH:7]=[CH:6][C:5]=1[C:8]([F:11])([F:10])[F:9]. The yield is 0.560. (2) The reactants are BrC1C=CC([C@@H]([N:10]([CH2:15][CH2:16][C:17]([OH:28])([C:22]2[CH:27]=[CH:26][CH:25]=[CH:24][CH:23]=2)[CH2:18][C:19]([CH3:21])=[CH2:20])[C:11](=[O:14])OC)C)=CC=1.[H-].[Na+]. The catalyst is C1COCC1. The product is [CH3:21][C:19](=[CH2:20])[CH2:18][C:17]1([C:22]2[CH:23]=[CH:24][CH:25]=[CH:26][CH:27]=2)[O:28][C:11](=[O:14])[NH:10][CH2:15][CH2:16]1. The yield is 0.345. (3) The reactants are [F:1][C:2]([F:19])([F:18])[C:3]1[CH:8]=[CH:7][C:6]([C:9](=O)[CH2:10][C:11](=O)[C:12]([F:15])([F:14])[F:13])=[CH:5][CH:4]=1.[NH2:20][C:21]1[C:25]([C:26]2[CH:27]=[N:28][CH:29]=[CH:30][CH:31]=2)=[CH:24][NH:23][N:22]=1. No catalyst specified. The product is [F:1][C:2]([F:19])([F:18])[C:3]1[CH:8]=[CH:7][C:6]([C:9]2[CH:10]=[C:11]([C:12]([F:15])([F:14])[F:13])[N:22]3[N:23]=[CH:24][C:25]([C:26]4[CH:27]=[N:28][CH:29]=[CH:30][CH:31]=4)=[C:21]3[N:20]=2)=[CH:5][CH:4]=1. The yield is 0.700. (4) The reactants are [Cl-].O[NH3+:3].[C:4](=[O:7])([O-])[OH:5].[Na+].CS(C)=O.[OH:13][C:14]([CH3:52])([CH3:51])[C:15]([CH3:50])([CH3:49])[O:16][C:17]1[CH:22]=[CH:21][C:20]([N:23]2[C:28](=[O:29])[C:27]([CH2:30][C:31]3[CH:36]=[CH:35][C:34]([C:37]4[C:38]([C:43]#[N:44])=[CH:39][CH:40]=[CH:41][CH:42]=4)=[CH:33][CH:32]=3)=[C:26]([CH2:45][CH2:46][CH3:47])[N:25]=[C:24]2[CH3:48])=[CH:19][CH:18]=1. The catalyst is O.C(OCC)(=O)C. The product is [OH:13][C:14]([CH3:51])([CH3:52])[C:15]([CH3:50])([CH3:49])[O:16][C:17]1[CH:22]=[CH:21][C:20]([N:23]2[C:28](=[O:29])[C:27]([CH2:30][C:31]3[CH:36]=[CH:35][C:34]([C:37]4[CH:42]=[CH:41][CH:40]=[CH:39][C:38]=4[C:43]4[NH:3][C:4](=[O:7])[O:5][N:44]=4)=[CH:33][CH:32]=3)=[C:26]([CH2:45][CH2:46][CH3:47])[N:25]=[C:24]2[CH3:48])=[CH:19][CH:18]=1. The yield is 0.660. (5) The reactants are [CH3:1][N:2]([CH3:36])[CH2:3][CH2:4][O:5][C:6]1[CH:11]=[CH:10][C:9]([C:12](=O)[CH2:13][CH:14]([C:29]2[CH:34]=[CH:33][N:32]=[CH:31][CH:30]=2)[C:15]([C:17]2[CH:18]=[C:19]3[C:23](=[CH:24][CH:25]=2)[C:22](=[N:26][O:27][CH3:28])[CH2:21][CH2:20]3)=O)=[CH:8][CH:7]=1.C([O-])(=O)C.[NH4+:41]. The catalyst is C(O)(=O)C. The product is [CH3:28][O:27][N:26]=[C:22]1[C:23]2[C:19](=[CH:18][C:17]([C:15]3[NH:41][C:12]([C:9]4[CH:8]=[CH:7][C:6]([O:5][CH2:4][CH2:3][N:2]([CH3:1])[CH3:36])=[CH:11][CH:10]=4)=[CH:13][C:14]=3[C:29]3[CH:30]=[CH:31][N:32]=[CH:33][CH:34]=3)=[CH:25][CH:24]=2)[CH2:20][CH2:21]1. The yield is 1.00.